This data is from Reaction yield outcomes from USPTO patents with 853,638 reactions. The task is: Predict the reaction yield, written as a fraction of the theoretical maximum amount of product (1.0 means a 100% yield; for example, 0.34 means a 34% yield). (1) The reactants are Cl.FC1C=C(C=CC=1)CN1C=C(C2C3C(=NC=C(C4C=CC(C5CCNCC5)=CC=4)C=3)N(S(C3C=CC(C)=CC=3)(=O)=O)C=2)C=N1.[CH3:46][C:47]1[CH:48]=[C:49]([CH:91]=[CH:92][CH:93]=1)[CH2:50][N:51]1[CH:55]=[C:54]([C:56]2[C:64]3[C:59](=[N:60][CH:61]=[C:62]([C:65]4[CH:66]=[CH:67][C:68]([N:71]5[CH2:76][CH2:75][N:74]([CH2:77][C@@H:78]([OH:80])[CH3:79])[CH2:73][CH2:72]5)=[N:69][CH:70]=4)[CH:63]=3)[N:58](S(C3C=CC(C)=CC=3)(=O)=O)[CH:57]=2)[CH:53]=[N:52]1.[OH-].[Li+]. The catalyst is C1COCC1.CO.O. The product is [CH3:46][C:47]1[CH:48]=[C:49]([CH:91]=[CH:92][CH:93]=1)[CH2:50][N:51]1[CH:55]=[C:54]([C:56]2[C:64]3[C:59](=[N:60][CH:61]=[C:62]([C:65]4[CH:66]=[CH:67][C:68]([N:71]5[CH2:76][CH2:75][N:74]([CH2:77][C@@H:78]([OH:80])[CH3:79])[CH2:73][CH2:72]5)=[N:69][CH:70]=4)[CH:63]=3)[NH:58][CH:57]=2)[CH:53]=[N:52]1. The yield is 0.210. (2) The reactants are Br[CH2:2][C:3]([CH3:5])=[CH2:4].[CH2:6]([O:8][C:9](=[O:16])[C:10]([C:12]([F:15])([F:14])[F:13])=[O:11])[CH3:7].[NH4+].[Cl-]. The catalyst is C1COCC1.[Cl-].[Cl-].[Zn+2]. The product is [CH2:6]([O:8][C:9](=[O:16])[C:10]([OH:11])([C:12]([F:13])([F:15])[F:14])[CH:2]=[C:3]([CH3:5])[CH3:4])[CH3:7]. The yield is 0.730. (3) The reactants are [F:1][C:2]1[CH:7]=[CH:6][C:5]([C@@H:8]([O:37][Si:38]([CH3:44])([CH3:43])[C:39]([CH3:42])([CH3:41])[CH3:40])[CH2:9][S:10][C@@H:11]2[C@@H:14]([C:15]3[CH:20]=[CH:19][C:18]([O:21][Si:22]([CH3:28])([CH3:27])[C:23]([CH3:26])([CH3:25])[CH3:24])=[CH:17][CH:16]=3)[N:13]([C:29]3[CH:34]=[CH:33][C:32](I)=[CH:31][CH:30]=3)[C:12]2=[O:36])=[CH:4][CH:3]=1.[B:45]1([B:45]2[O:49][C:48]([CH3:51])([CH3:50])[C:47]([CH3:53])([CH3:52])[O:46]2)[O:49][C:48]([CH3:51])([CH3:50])[C:47]([CH3:53])([CH3:52])[O:46]1.C([O-])(=O)C.[K+]. The catalyst is O1CCOCC1.C1C=CC(P(C2C=CC=CC=2)[C-]2C=CC=C2)=CC=1.C1C=CC(P(C2C=CC=CC=2)[C-]2C=CC=C2)=CC=1.Cl[Pd]Cl.[Fe+2]. The product is [F:1][C:2]1[CH:7]=[CH:6][C:5]([C@@H:8]([O:37][Si:38]([CH3:44])([CH3:43])[C:39]([CH3:42])([CH3:41])[CH3:40])[CH2:9][S:10][C@@H:11]2[C@@H:14]([C:15]3[CH:20]=[CH:19][C:18]([O:21][Si:22]([CH3:28])([CH3:27])[C:23]([CH3:26])([CH3:25])[CH3:24])=[CH:17][CH:16]=3)[N:13]([C:29]3[CH:34]=[CH:33][C:32]([B:45]4[O:49][C:48]([CH3:51])([CH3:50])[C:47]([CH3:53])([CH3:52])[O:46]4)=[CH:31][CH:30]=3)[C:12]2=[O:36])=[CH:4][CH:3]=1. The yield is 0.530. (4) The reactants are [OH:1][C:2]1[CH:7]=[CH:6][C:5]([CH:8]2[CH2:10][CH:9]2[C:11]([O:13][CH3:14])=[O:12])=[CH:4][CH:3]=1.C(=O)([O-])[O-].[K+].[K+].[CH2:21](Br)[C:22]#[CH:23]. The catalyst is CN(C)C=O. The product is [CH2:23]([O:1][C:2]1[CH:3]=[CH:4][C:5]([CH:8]2[CH2:10][CH:9]2[C:11]([O:13][CH3:14])=[O:12])=[CH:6][CH:7]=1)[C:22]#[CH:21]. The yield is 0.790. (5) The reactants are [H-].[Na+].[O:3]=[C:4]1[C:9]2([CH2:14][CH2:13][N:12]([C:15]([O:17][C:18]([CH3:21])([CH3:20])[CH3:19])=[O:16])[CH2:11][CH2:10]2)[CH2:8][CH2:7][CH2:6][NH:5]1.Br[CH2:23][C:24]1[CH:29]=[CH:28][CH:27]=[CH:26][C:25]=1[N:30]1[N:34]=[CH:33][CH:32]=[N:31]1.O. The catalyst is CCCC[N+](CCCC)(CCCC)CCCC.[I-].C1COCC1. The product is [N:31]1[N:30]([C:25]2[CH:26]=[CH:27][CH:28]=[CH:29][C:24]=2[CH2:23][N:5]2[CH2:6][CH2:7][CH2:8][C:9]3([CH2:10][CH2:11][N:12]([C:15]([O:17][C:18]([CH3:21])([CH3:20])[CH3:19])=[O:16])[CH2:13][CH2:14]3)[C:4]2=[O:3])[N:34]=[CH:33][CH:32]=1. The yield is 0.990. (6) The product is [CH3:1][CH:2]1[CH2:3][C:4]([C:9]2[CH:14]=[CH:13][N:12]=[CH:11][C:10]=2[N+:15]([O-:17])=[O:16])=[CH:5][C:6]([O:8][Si:19]([CH3:21])([CH3:20])[CH3:18])=[CH:7]1. The yield is 0.990. The reactants are [CH3:1][CH:2]1[CH2:7][C:6](=[O:8])[CH:5]=[C:4]([C:9]2[CH:14]=[CH:13][N:12]=[CH:11][C:10]=2[N+:15]([O-:17])=[O:16])[CH2:3]1.[CH3:18][Si:19](Cl)([CH3:21])[CH3:20].[Li+].C[Si]([N-][Si](C)(C)C)(C)C. The catalyst is C1COCC1.